From a dataset of Full USPTO retrosynthesis dataset with 1.9M reactions from patents (1976-2016). Predict the reactants needed to synthesize the given product. (1) Given the product [Cl:12][C:3]1[C:2]([CH:13]2[CH2:15][CH2:14]2)=[C:7]([O:8][CH3:9])[N:6]=[C:5]([O:10][CH3:11])[N:4]=1, predict the reactants needed to synthesize it. The reactants are: Br[C:2]1[C:3]([Cl:12])=[N:4][C:5]([O:10][CH3:11])=[N:6][C:7]=1[O:8][CH3:9].[CH:13]1(B(O)O)[CH2:15][CH2:14]1.COCCOC.C([O-])([O-])=O.[Na+].[Na+]. (2) Given the product [C:4]([CH2:6][C:7]1[CH:33]=[CH:32][C:10]([CH2:11][C:12]2[C:16]3[C:17](=[O:31])[N:18]([C:25]4[CH:26]=[CH:27][CH:28]=[CH:29][CH:30]=4)[C:19]4[N:20]=[CH:21][CH:22]=[CH:23][C:24]=4[C:15]=3[NH:14][N:13]=2)=[CH:9][CH:8]=1)([OH:5])=[O:3], predict the reactants needed to synthesize it. The reactants are: C([O:3][C:4]([CH2:6][C:7]1[CH:33]=[CH:32][C:10]([CH2:11][C:12]2[C:16]3[C:17](=[O:31])[N:18]([C:25]4[CH:30]=[CH:29][CH:28]=[CH:27][CH:26]=4)[C:19]4[N:20]=[CH:21][CH:22]=[CH:23][C:24]=4[C:15]=3[NH:14][N:13]=2)=[CH:9][CH:8]=1)=[O:5])C.S(=O)(=O)(O)O.O. (3) Given the product [Cl:1][C:2]1[CH:3]=[C:4]([N:12]=[C:13]2[N:14]([CH3:36])[C:15](=[O:35])[N:16]([CH2:28][C@@H:29]([C:31]([O:33][CH3:34])=[O:32])[CH3:30])[C:17](=[O:27])[NH:18]2)[CH:5]=[CH:6][C:7]=1[O:8][CH:9]([CH3:10])[CH3:11], predict the reactants needed to synthesize it. The reactants are: [Cl:1][C:2]1[CH:3]=[C:4]([N:12]=[C:13]2[N:18](CC3C=CC(Cl)=CC=3)[C:17](=[O:27])[N:16]([CH2:28][C@@H:29]([C:31]([O:33][CH3:34])=[O:32])[CH3:30])[C:15](=[O:35])[N:14]2[CH3:36])[CH:5]=[CH:6][C:7]=1[O:8][CH:9]([CH3:11])[CH3:10]. (4) Given the product [Cl:2][C:3]1[C:8]([Cl:9])=[CH:7][CH:6]=[CH:5][C:4]=1[NH:10][C:11]1[C:20]2[C:15](=[CH:16][C:17]([O:27][CH2:28][CH3:29])=[C:18]([N:21]3[CH2:22][CH2:23][N:24]([C:34](=[O:35])[CH2:33][OH:36])[CH2:25][CH2:26]3)[CH:19]=2)[N:14]=[CH:13][C:12]=1[C:30]([NH2:32])=[O:31], predict the reactants needed to synthesize it. The reactants are: Cl.[Cl:2][C:3]1[C:8]([Cl:9])=[CH:7][CH:6]=[CH:5][C:4]=1[NH:10][C:11]1[C:20]2[C:15](=[CH:16][C:17]([O:27][CH2:28][CH3:29])=[C:18]([N:21]3[CH2:26][CH2:25][NH:24][CH2:23][CH2:22]3)[CH:19]=2)[N:14]=[CH:13][C:12]=1[C:30]([NH2:32])=[O:31].[C:33](O)(=[O:36])[CH2:34][OH:35].CN(C(ON1N=NC2C=CC=NC1=2)=[N+](C)C)C.F[P-](F)(F)(F)(F)F.CCN(C(C)C)C(C)C. (5) Given the product [N+:8]([CH2:11][C:4]1([OH:7])[CH2:5][CH2:6][S:1][CH2:2][CH2:3]1)([O-:10])=[O:9], predict the reactants needed to synthesize it. The reactants are: [S:1]1[CH2:6][CH2:5][C:4](=[O:7])[CH2:3][CH2:2]1.[N+:8]([CH3:11])([O-:10])=[O:9]. (6) Given the product [O:3]=[C:1]1[NH:2][C:11]([CH2:12][CH2:13][C:14]([O:16][C:17]([CH3:20])([CH3:19])[CH3:18])=[O:15])=[N:10][C:5]2[N:6]=[CH:7][CH:8]=[CH:9][C:4]1=2, predict the reactants needed to synthesize it. The reactants are: [C:1]([C:4]1[C:5]([NH:10][C:11](=O)[CH2:12][CH2:13][C:14]([O:16][C:17]([CH3:20])([CH3:19])[CH3:18])=[O:15])=[N:6][CH:7]=[CH:8][CH:9]=1)(=[O:3])[NH2:2].O.[OH-].[Li+].